From a dataset of Catalyst prediction with 721,799 reactions and 888 catalyst types from USPTO. Predict which catalyst facilitates the given reaction. (1) Reactant: Cl[C:2]([O:4][CH2:5][C:6]1[CH:11]=[CH:10][CH:9]=[CH:8][CH:7]=1)=[O:3].[NH2:12][C:13]1[C:18]([C:19]([O:21][C:22]([CH3:25])([CH3:24])[CH3:23])=[O:20])=[C:17]([O:26][S:27]([C:30]2[CH:35]=[CH:34][C:33]([CH3:36])=[CH:32][CH:31]=2)(=[O:29])=[O:28])[C:16]([Br:37])=[CH:15][CH:14]=1. Product: [CH2:5]([O:4][C:2]([NH:12][C:13]1[C:18]([C:19]([O:21][C:22]([CH3:24])([CH3:25])[CH3:23])=[O:20])=[C:17]([O:26][S:27]([C:30]2[CH:31]=[CH:32][C:33]([CH3:36])=[CH:34][CH:35]=2)(=[O:29])=[O:28])[C:16]([Br:37])=[CH:15][CH:14]=1)=[O:3])[C:6]1[CH:11]=[CH:10][CH:9]=[CH:8][CH:7]=1. The catalyst class is: 17. (2) Reactant: [Cl:1][C:2]1[CH:7]=[CH:6][C:5]([C:8]2[N:12]([C:13]3[CH:18]=[CH:17][C:16]([Cl:19])=[CH:15][C:14]=3[Cl:20])[N:11]=[C:10]([C:21]#[N:22])[C:9]=2[CH3:23])=[CH:4][CH:3]=1.[N-:24]=[N+:25]=[N-:26].[Na+].[Cl-].[NH4+]. Product: [Cl:1][C:2]1[CH:3]=[CH:4][C:5]([C:8]2[N:12]([C:13]3[CH:18]=[CH:17][C:16]([Cl:19])=[CH:15][C:14]=3[Cl:20])[N:11]=[C:10]([C:21]3[NH:26][N:25]=[N:24][N:22]=3)[C:9]=2[CH3:23])=[CH:6][CH:7]=1. The catalyst class is: 9. (3) Reactant: [CH2:1]1[C:6](=[O:7])[O:5][CH2:4][C:2]1=[O:3].[CH:8](=O)[C:9]1[CH:14]=[CH:13][CH:12]=[CH:11][CH:10]=1.Cl. Product: [CH:8](=[C:1]1[C:2](=[O:3])[CH2:4][O:5][C:6]1=[O:7])[C:9]1[CH:14]=[CH:13][CH:12]=[CH:11][CH:10]=1. The catalyst class is: 81. (4) Reactant: [Cl:1][C:2]1[CH:8]=[CH:7][CH:6]=[C:5]([Cl:9])[C:3]=1[NH2:4].Cl[C:11]1[C:20]2[C:15](=[C:16]([O:23][CH:24]3[CH2:28][CH2:27][CH2:26][CH2:25]3)[C:17]([O:21][CH3:22])=[CH:18][CH:19]=2)[N:14]=[CH:13][CH:12]=1. Product: [CH:24]1([O:23][C:16]2[C:17]([O:21][CH3:22])=[CH:18][CH:19]=[C:20]3[C:15]=2[N:14]=[CH:13][CH:12]=[C:11]3[NH:4][C:3]2[C:2]([Cl:1])=[CH:8][CH:7]=[CH:6][C:5]=2[Cl:9])[CH2:25][CH2:26][CH2:27][CH2:28]1. The catalyst class is: 3. (5) Reactant: [C:1]([O:9][C:10]1[C:11]([O:13][C@@H:14]([CH3:26])[C@H:15]([O:17][C:18](=[O:25])[C:19]2[CH:24]=[CH:23][CH:22]=[CH:21][CH:20]=2)[CH:16]=1)=[O:12])(=[O:8])[C:2]1[CH:7]=[CH:6][CH:5]=[CH:4][CH:3]=1.[H][H]. Product: [C:1]([O:9][C@@H:10]1[CH2:16][C@@H:15]([O:17][C:18](=[O:25])[C:19]2[CH:20]=[CH:21][CH:22]=[CH:23][CH:24]=2)[C@H:14]([CH3:26])[O:13][C:11]1=[O:12])(=[O:8])[C:2]1[CH:7]=[CH:6][CH:5]=[CH:4][CH:3]=1. The catalyst class is: 99.